From a dataset of Catalyst prediction with 721,799 reactions and 888 catalyst types from USPTO. Predict which catalyst facilitates the given reaction. (1) Reactant: [Br:1][C:2]1[C:3]([S:11][C:12]2[NH:13][C:14]3[CH:19]=[CH:18][N:17]=[C:16]([NH2:20])[C:15]=3[N:21]=2)=[CH:4][C:5]2[O:9][CH2:8][O:7][C:6]=2[CH:10]=1.[CH:22]1[CH:27]=CC(P([C:22]2[CH:27]=CC=[CH:24][CH:23]=2)[C:22]2[CH:27]=CC=[CH:24][CH:23]=2)=[CH:24][CH:23]=1.C(O)CC#C.CC(OC(/N=N/C(OC(C)C)=O)=O)C. Product: [Br:1][C:2]1[C:3]([S:11][C:12]2[N:13]([CH2:24][CH2:23][C:22]#[CH:27])[C:14]3[CH:19]=[CH:18][N:17]=[C:16]([NH2:20])[C:15]=3[N:21]=2)=[CH:4][C:5]2[O:9][CH2:8][O:7][C:6]=2[CH:10]=1. The catalyst class is: 308. (2) Reactant: Cl.[Cl:2][C:3]1[CH:11]=[CH:10][CH:9]=[C:8]2[C:4]=1[CH2:5][N:6]([C:12]([O:14][C@@H:15]1[CH2:19][C@@H:18]([C:20]([O:22][CH3:23])=[O:21])[NH:17][CH2:16]1)=[O:13])[CH2:7]2.[C:24]([O:28][C:29]([C@@H:31]([C:35]([CH3:38])([CH3:37])[CH3:36])[C:32](O)=[O:33])=[O:30])([CH3:27])([CH3:26])[CH3:25].CN(C(ON1N=NC2C=CC=NC1=2)=[N+](C)C)C.F[P-](F)(F)(F)(F)F.CCN(C(C)C)C(C)C. Product: [Cl:2][C:3]1[CH:11]=[CH:10][CH:9]=[C:8]2[C:4]=1[CH2:5][N:6]([C:12]([O:14][C@@H:15]1[CH2:19][C@@H:18]([C:20]([O:22][CH3:23])=[O:21])[N:17]([C:32](=[O:33])[C@@H:31]([C:29]([O:28][C:24]([CH3:27])([CH3:26])[CH3:25])=[O:30])[C:35]([CH3:38])([CH3:37])[CH3:36])[CH2:16]1)=[O:13])[CH2:7]2. The catalyst class is: 23. (3) Reactant: [NH2:1][C:2]1[CH:7]=[CH:6][CH:5]=[CH:4][C:3]=1[SH:8].Cl[CH2:10][C:11](=O)[CH2:12][C:13]([O:15][CH2:16][CH3:17])=[O:14]. Product: [CH2:16]([O:15][C:13](=[O:14])[CH2:12][C:11]1[NH:1][C:2]2[CH:7]=[CH:6][CH:5]=[CH:4][C:3]=2[S:8][CH:10]=1)[CH3:17]. The catalyst class is: 5. (4) The catalyst class is: 2. Reactant: [F:1][C:2]([F:21])([F:20])[C:3]([NH:5][CH2:6][C:7]1[C:8]([F:19])=[CH:9][C:10]([Cl:18])=[C:11]([CH:17]=1)[C:12]([N:14]=[C:15]=[O:16])=O)=[O:4].[F:22][C:23]([F:40])([F:39])[C:24]1[N:29]=[CH:28][C:27]([NH:30][NH:31]C(OC(C)(C)C)=O)=[CH:26][CH:25]=1.C(O)(C(F)(F)F)=O. Product: [Cl:18][C:10]1[C:11]([C:12]2[NH:14][C:15](=[O:16])[N:30]([C:27]3[CH:28]=[N:29][C:24]([C:23]([F:22])([F:39])[F:40])=[CH:25][CH:26]=3)[N:31]=2)=[CH:17][C:7]([CH2:6][NH:5][C:3](=[O:4])[C:2]([F:21])([F:20])[F:1])=[C:8]([F:19])[CH:9]=1. (5) Reactant: [C:1]([N:4]1[C:8]([CH2:15][CH2:16][CH2:17][OH:18])([C:9]2[CH:14]=[CH:13][CH:12]=[CH:11][CH:10]=2)[CH2:7][C:6]([C:19]2[CH:24]=[C:23]([Br:25])[CH:22]=[CH:21][C:20]=2[F:26])=[N:5]1)(=[O:3])[CH3:2].CC(OI1(OC(C)=O)(OC(C)=O)OC(=O)C2C=CC=CC1=2)=O. Product: [C:1]([N:4]1[C@:8]([CH2:15][CH2:16][CH:17]=[O:18])([C:9]2[CH:10]=[CH:11][CH:12]=[CH:13][CH:14]=2)[CH2:7][C:6]([C:19]2[CH:24]=[C:23]([Br:25])[CH:22]=[CH:21][C:20]=2[F:26])=[N:5]1)(=[O:3])[CH3:2]. The catalyst class is: 2. (6) Reactant: [NH2:1][C:2]1[C:11]2[CH:10]=[N:9][C:8]([S:12][CH3:13])=[N:7][C:6]=2[N:5]([CH:14]2[CH2:17][CH2:16][CH2:15]2)[C:4](=[O:18])[C:3]=1Br.[Cu][C:21]#[N:22].C([O-])(O)=O.[Na+].CCOC(C)=O. Product: [NH2:1][C:2]1[C:11]2[CH:10]=[N:9][C:8]([S:12][CH3:13])=[N:7][C:6]=2[N:5]([CH:14]2[CH2:17][CH2:16][CH2:15]2)[C:4](=[O:18])[C:3]=1[C:21]#[N:22]. The catalyst class is: 37. (7) Reactant: [C:1]([CH2:3][C:4]1[C:12]2[C:7](=[CH:8][CH:9]=[C:10]([F:13])[CH:11]=2)[N:6]([CH2:14][C@@H:15]([NH:17][S:18]([C:21]2[C:26]([N+:27]([O-])=O)=[CH:25][C:24]([CH3:30])=[CH:23][C:22]=2[CH3:31])(=[O:20])=[O:19])[CH3:16])[CH:5]=1)#[N:2].Cl.C(=O)(O)[O-].[Na+]. Product: [NH2:27][C:26]1[CH:25]=[C:24]([CH3:30])[CH:23]=[C:22]([CH3:31])[C:21]=1[S:18]([NH:17][C@@H:15]([CH3:16])[CH2:14][N:6]1[C:7]2[C:12](=[CH:11][C:10]([F:13])=[CH:9][CH:8]=2)[C:4]([CH2:3][C:1]#[N:2])=[CH:5]1)(=[O:20])=[O:19]. The catalyst class is: 284. (8) Reactant: [CH3:1][O:2][C:3]1[C:4]([CH3:27])=[C:5]([C:18]([O:25][CH3:26])=[C:19]([O:23][CH3:24])[C:20]=1[O:21][CH3:22])[CH2:6][C:7]1[CH:8]=[CH:9][C:10]([OH:17])=[C:11]([CH:16]=1)[C:12]([O:14][CH3:15])=[O:13].[CH3:28][O:29][C:30]1[CH:31]=[C:32](B(O)O)[CH:33]=[CH:34][CH:35]=1.C(N(CC)CC)C.N1C=CC=CC=1. Product: [CH3:1][O:2][C:3]1[C:4]([CH3:27])=[C:5]([C:18]([O:25][CH3:26])=[C:19]([O:23][CH3:24])[C:20]=1[O:21][CH3:22])[CH2:6][C:7]1[CH:8]=[CH:9][C:10]([O:17][C:34]2[CH:33]=[CH:32][CH:31]=[C:30]([O:29][CH3:28])[CH:35]=2)=[C:11]([CH:16]=1)[C:12]([O:14][CH3:15])=[O:13]. The catalyst class is: 302. (9) Reactant: O.O.O.O.O.O.C(O[O-])(=O)C1C(=CC=CC=1)C([O-])=[O:11].[Mg+2].[CH3:21][C:22]1[C:27]([CH3:28])=[CH:26][CH:25]=[CH:24][N:23]=1.C(=O)([O-])[O-].[K+].[K+].[Cl-].[Na+]. Product: [CH3:21][C:22]1[C:27]([CH3:28])=[CH:26][CH:25]=[CH:24][N+:23]=1[O-:11]. The catalyst class is: 6. (10) Reactant: [F:1][C:2]([F:21])([F:20])[C:3]1[CH:4]=[C:5]([C:10]2[CH:15]=[CH:14][N:13]=[C:12]([C:16](=[N:18][OH:19])[NH2:17])[CH:11]=2)[CH:6]=[CH:7][C:8]=1[F:9].[C:22](N1C=CN=C1)(N1C=CN=C1)=[O:23].N12CCCN=C1CCCCC2.Cl. Product: [F:21][C:2]([F:1])([F:20])[C:3]1[CH:4]=[C:5]([C:10]2[CH:15]=[CH:14][N:13]=[C:12]([C:16]3[NH:18][O:19][C:22](=[O:23])[N:17]=3)[CH:11]=2)[CH:6]=[CH:7][C:8]=1[F:9]. The catalyst class is: 132.